Dataset: Reaction yield outcomes from USPTO patents with 853,638 reactions. Task: Predict the reaction yield, written as a fraction of the theoretical maximum amount of product (1.0 means a 100% yield; for example, 0.34 means a 34% yield). (1) The reactants are [Cl:1][C:2]1[N:3]=[C:4]([O:20][CH:21]2[CH2:26][CH2:25][O:24][CH2:23][CH2:22]2)[C:5]2[C:10](I)=[CH:9][N:8]([CH2:12][O:13][CH2:14][CH2:15][Si:16]([CH3:19])([CH3:18])[CH3:17])[C:6]=2[N:7]=1.[CH3:27][O:28][C:29]1[CH:34]=[C:33](B(O)O)[CH:32]=[CH:31][N:30]=1.O.O.O.P([O-])([O-])([O-])=O.[K+].[K+].[K+].O1CCOCC1. The catalyst is O. The product is [Cl:1][C:2]1[N:3]=[C:4]([O:20][CH:21]2[CH2:26][CH2:25][O:24][CH2:23][CH2:22]2)[C:5]2[C:10]([C:33]3[CH:32]=[CH:31][N:30]=[C:29]([O:28][CH3:27])[CH:34]=3)=[CH:9][N:8]([CH2:12][O:13][CH2:14][CH2:15][Si:16]([CH3:19])([CH3:18])[CH3:17])[C:6]=2[N:7]=1. The yield is 0.710. (2) The reactants are [NH2:1][C:2]1[CH:3]=[C:4]([CH:21]=[CH:22][C:23]=1[F:24])[O:5][C:6]1[N:11]=[C:10]2[S:12][C:13]([NH:15][C:16]([CH:18]3[CH2:20][CH2:19]3)=[O:17])=[N:14][C:9]2=[CH:8][CH:7]=1.[N:25]([C:28]1[CH:33]=[CH:32][C:31]([O:34][C:35]([F:38])([F:37])[F:36])=[CH:30][CH:29]=1)=[C:26]=[O:27]. The catalyst is N1C=CC=CC=1.C(OCC)(=O)C.O1CCCC1.CCCCCC. The product is [F:24][C:23]1[CH:22]=[CH:21][C:4]([O:5][C:6]2[N:11]=[C:10]3[S:12][C:13]([NH:15][C:16]([CH:18]4[CH2:20][CH2:19]4)=[O:17])=[N:14][C:9]3=[CH:8][CH:7]=2)=[CH:3][C:2]=1[NH:1][C:26](=[O:27])[NH:25][C:28]1[CH:33]=[CH:32][C:31]([O:34][C:35]([F:36])([F:38])[F:37])=[CH:30][CH:29]=1. The yield is 0.740. (3) The yield is 0.940. The catalyst is O1CCCC1. The product is [CH2:33]([C:2]1[CH:7]=[CH:6][C:5]([NH:8][C:9]2[CH:14]=[CH:13][CH:12]=[C:11]([C:15]3[CH:20]=[CH:19][CH:18]=[CH:17][C:16]=3[CH3:21])[CH:10]=2)=[CH:4][CH:3]=1)[CH2:32][CH2:31][CH2:30][CH:29]=[CH2:28]. The reactants are Br[C:2]1[CH:7]=[CH:6][C:5]([NH:8][C:9]2[CH:14]=[CH:13][CH:12]=[C:11]([C:15]3[CH:20]=[CH:19][CH:18]=[CH:17][C:16]=3[CH3:21])[CH:10]=2)=[CH:4][CH:3]=1.[Li]C(C)(C)C.Br[CH2:28][CH2:29][CH2:30][CH2:31][CH:32]=[CH2:33].O. (4) The reactants are [Cl:1][C:2]1[CH:10]=[CH:9][C:8]([C:11]2[N:12]([CH3:23])[C:13]3[C:18]([CH:19]=2)=[CH:17][CH:16]=[C:15]([C:20]([OH:22])=O)[CH:14]=3)=[C:7]2[C:3]=1[CH2:4][NH:5][C:6]2=[O:24].CCN=C=NCCCN(C)C.C1C=C2N=NN(O)C2=CC=1.O.[OH:47][CH2:48][CH2:49][N:50]1[CH2:55][CH2:54][NH:53][CH2:52][CH2:51]1. The catalyst is CN(C=O)C.C(OCC)(=O)C.O. The product is [Cl:1][C:2]1[CH:10]=[CH:9][C:8]([C:11]2[N:12]([CH3:23])[C:13]3[C:18]([CH:19]=2)=[CH:17][CH:16]=[C:15]([C:20]([N:53]2[CH2:54][CH2:55][N:50]([CH2:49][CH2:48][OH:47])[CH2:51][CH2:52]2)=[O:22])[CH:14]=3)=[C:7]2[C:3]=1[CH2:4][NH:5][C:6]2=[O:24]. The yield is 0.620. (5) The reactants are [N:1]([CH:4]([C:6]1[S:10][C:9]2[CH:11]=[CH:12][CH:13]=[CH:14][C:8]=2[C:7]=1[C:15]1[CH:20]=[CH:19][CH:18]=[CH:17][CH:16]=1)[CH3:5])=[N+]=[N-].C1(P(C2C=CC=CC=2)C2C=CC=CC=2)C=CC=CC=1. The catalyst is C1COCC1.O. The product is [C:15]1([C:7]2[C:8]3[CH:14]=[CH:13][CH:12]=[CH:11][C:9]=3[S:10][C:6]=2[CH:4]([NH2:1])[CH3:5])[CH:16]=[CH:17][CH:18]=[CH:19][CH:20]=1. The yield is 0.830. (6) The reactants are Br[C:2]1[N:3]=[C:4]([CH2:8][CH2:9][C:10]2[N:21]=[C:13]3[C:14]([O:19][CH3:20])=[CH:15][CH:16]=[C:17]([CH3:18])[N:12]3[N:11]=2)[N:5]([CH3:7])[CH:6]=1.[O:22]1[CH:26]=[CH:25][C:24](B(O)O)=[CH:23]1.COCCOC.C(=O)([O-])[O-].[Na+].[Na+]. The catalyst is O.[Cl-].[Na+].O.C1C=CC([P]([Pd]([P](C2C=CC=CC=2)(C2C=CC=CC=2)C2C=CC=CC=2)([P](C2C=CC=CC=2)(C2C=CC=CC=2)C2C=CC=CC=2)[P](C2C=CC=CC=2)(C2C=CC=CC=2)C2C=CC=CC=2)(C2C=CC=CC=2)C2C=CC=CC=2)=CC=1.CCOC(C)=O. The product is [O:22]1[CH:26]=[CH:25][C:24]([C:2]2[N:3]=[C:4]([CH2:8][CH2:9][C:10]3[N:21]=[C:13]4[C:14]([O:19][CH3:20])=[CH:15][CH:16]=[C:17]([CH3:18])[N:12]4[N:11]=3)[N:5]([CH3:7])[CH:6]=2)=[CH:23]1. The yield is 0.100. (7) The reactants are [CH2:1]([O:3][C:4]1[CH:5]=[C:6]([CH:10]=[CH:11][C:12]=1[NH:13][C:14]1[C:15]2[C:22]([CH3:23])=[CH:21][S:20][C:16]=2[N:17]=[CH:18][N:19]=1)[C:7]([NH2:9])=O)[CH3:2].O.[NH2:25]N.C[N:28]([CH3:31])C=O. The catalyst is C(O)(=O)C. The product is [CH2:1]([O:3][C:4]1[CH:5]=[C:6]([C:7]2[NH:28][CH:31]=[N:25][N:9]=2)[CH:10]=[CH:11][C:12]=1[NH:13][C:14]1[C:15]2[C:22]([CH3:23])=[CH:21][S:20][C:16]=2[N:17]=[CH:18][N:19]=1)[CH3:2]. The yield is 0.740. (8) The reactants are [CH3:1][S:2][CH:3]([C:5]1[CH:6]=[CH:7][C:8]([C:11]([F:17])([F:16])[C:12]([F:15])([F:14])[F:13])=[N:9][CH:10]=1)[CH3:4].[N:18]#[C:19][NH2:20].C(O)(=O)C.C(O)(=O)C.IC1C=CC=CC=1. The catalyst is C1COCC1. The product is [F:16][C:11]([F:17])([C:8]1[N:9]=[CH:10][C:5]([CH:3]([S:2]([CH3:1])=[N:20][C:19]#[N:18])[CH3:4])=[CH:6][CH:7]=1)[C:12]([F:13])([F:14])[F:15]. The yield is 0.850. (9) The reactants are [Cl:1][C:2]1[CH:3]=[C:4]2[C:9](=[CH:10][C:11]=1[Cl:12])[O:8][C:7](=[O:13])[C:6](C(O)=O)=[C:5]2[C:17]1[CH:22]=[CH:21][CH:20]=[CH:19][CH:18]=1.[C:23](Cl)(=[O:27])[C:24](Cl)=O.C1C[O:32]CC1. The catalyst is CN(C=O)C. The product is [Cl:1][C:2]1[CH:3]=[C:4]2[C:9](=[CH:10][C:11]=1[Cl:12])[O:8][C:7](=[O:13])[C:6]([CH2:24][C:23]([OH:27])=[O:32])=[C:5]2[C:17]1[CH:22]=[CH:21][CH:20]=[CH:19][CH:18]=1. The yield is 0.620.